This data is from Reaction yield outcomes from USPTO patents with 853,638 reactions. The task is: Predict the reaction yield, written as a fraction of the theoretical maximum amount of product (1.0 means a 100% yield; for example, 0.34 means a 34% yield). (1) The reactants are C[O:2][C:3]1[CH:21]=[CH:20][C:6]([O:7][C:8]2[CH:13]=[CH:12][C:11]([C:14]3[CH:19]=[CH:18][CH:17]=[CH:16][CH:15]=3)=[CH:10][CH:9]=2)=[CH:5][CH:4]=1.O. The catalyst is ClCCl. The product is [C:11]1([C:14]2[CH:19]=[CH:18][CH:17]=[CH:16][CH:15]=2)[CH:12]=[CH:13][C:8]([O:7][C:6]2[CH:20]=[CH:21][C:3]([OH:2])=[CH:4][CH:5]=2)=[CH:9][CH:10]=1. The yield is 0.120. (2) The reactants are Br[CH2:2][C:3]1[CH:8]=[CH:7][C:6]([O:9][CH3:10])=[CH:5][CH:4]=1.[C:11]([O-])(O)=O.[Na+].[N-:16]=[N+:17]=[N-:18].[Na+].[Si:20]([O:27][C@H:28]1[C@H:33]([C:34]#[CH:35])[CH2:32][CH2:31][N:30]([C:36]([O:38][C:39]([CH3:42])([CH3:41])[CH3:40])=[O:37])[CH2:29]1)([C:23]([CH3:26])([CH3:25])[CH3:24])([CH3:22])[CH3:21].O=C1O[C@H]([C@H](CO)O)C([O-])=C1O.[Na+]. The catalyst is C(Cl)(Cl)Cl.[N+](CCCC)(CCCC)(CCCC)CCCC.[O-]S(O)(=O)=O.C(O)C. The product is [Si:20]([O:27][C@H:28]1[C@H:33]([C:34]2[N:16]=[N:17][N:18]([CH2:11][CH2:2][C:3]3[CH:8]=[CH:7][C:6]([O:9][CH3:10])=[CH:5][CH:4]=3)[CH:35]=2)[CH2:32][CH2:31][N:30]([C:36]([O:38][C:39]([CH3:42])([CH3:41])[CH3:40])=[O:37])[CH2:29]1)([C:23]([CH3:26])([CH3:25])[CH3:24])([CH3:22])[CH3:21]. The yield is 0.700. (3) The reactants are Cl[C:2]1[N:7]=[C:6]([NH:8][CH2:9][C:10]2[CH:15]=[CH:14][CH:13]=[CH:12][N:11]=2)[C:5]2=[C:16]([C:19]3[CH:24]=[CH:23][CH:22]=[CH:21][CH:20]=3)[CH:17]=[CH:18][N:4]2[N:3]=1.[C:25]([NH:29][S:30]([C:33]1[C:34]([CH:48]([F:50])[F:49])=[N:35][CH:36]=[C:37](B2OC(C)(C)C(C)(C)O2)[CH:38]=1)(=[O:32])=[O:31])([CH3:28])([CH3:27])[CH3:26].C([O-])([O-])=O.[K+].[K+]. The catalyst is O1CCOCC1.O.C1C=CC(P(C2C=CC=CC=2)[C-]2C=CC=C2)=CC=1.C1C=CC(P(C2C=CC=CC=2)[C-]2C=CC=C2)=CC=1.Cl[Pd]Cl.[Fe+2].C(Cl)Cl. The product is [C:25]([NH:29][S:30]([C:33]1[C:34]([CH:48]([F:49])[F:50])=[N:35][CH:36]=[C:37]([C:2]2[N:7]=[C:6]([NH:8][CH2:9][C:10]3[CH:15]=[CH:14][CH:13]=[CH:12][N:11]=3)[C:5]3=[C:16]([C:19]4[CH:24]=[CH:23][CH:22]=[CH:21][CH:20]=4)[CH:17]=[CH:18][N:4]3[N:3]=2)[CH:38]=1)(=[O:31])=[O:32])([CH3:28])([CH3:26])[CH3:27]. The yield is 0.715. (4) The reactants are [NH3:1].C1COCC1.[CH2:7]1[S:11](=[O:13])(=[O:12])[CH2:10][C:9]([S:14](Cl)(=[O:16])=[O:15])=[CH:8]1. The catalyst is C(OCC)(=O)C. The product is [S:11]1(=[O:13])(=[O:12])[CH2:7][CH:8]=[C:9]([S:14]([NH2:1])(=[O:16])=[O:15])[CH2:10]1. The yield is 1.00. (5) The reactants are Br[C:2]1[S:10][C:9]2[C:4](=[N:5][CH:6]=[CH:7][C:8]=2[O:11][C:12]2[CH:17]=[CH:16][C:15]([N+:18]([O-:20])=[O:19])=[CH:14][C:13]=2[F:21])[CH:3]=1.[CH2:22]([N:25]1[CH2:30][CH2:29][O:28][CH2:27][CH2:26]1)[C:23]#[CH:24].C(N(CC)CC)C. The catalyst is C1COCC1.[Cu]I.Cl[Pd](Cl)([P](C1C=CC=CC=1)(C1C=CC=CC=1)C1C=CC=CC=1)[P](C1C=CC=CC=1)(C1C=CC=CC=1)C1C=CC=CC=1. The product is [F:21][C:13]1[CH:14]=[C:15]([N+:18]([O-:20])=[O:19])[CH:16]=[CH:17][C:12]=1[O:11][C:8]1[CH:7]=[CH:6][N:5]=[C:4]2[CH:3]=[C:2]([C:24]#[C:23][CH2:22][N:25]3[CH2:30][CH2:29][O:28][CH2:27][CH2:26]3)[S:10][C:9]=12. The yield is 0.790. (6) The reactants are [Si:1]([O:8][CH2:9][C:10]([CH2:21]SC)([C:16]([O:18][CH2:19][CH3:20])=[O:17])[C:11]([O:13][CH2:14][CH3:15])=[O:12])([C:4]([CH3:7])([CH3:6])[CH3:5])([CH3:3])[CH3:2].S(Cl)(Cl)(=O)=O.[C:29]([O-:32])(=[O:31])[CH3:30].[K+].C1OCCOC2C(=CC=CC=2)OCCOCCOC2C(=CC=CC=2)OC1. The catalyst is C(Cl)Cl.C(OCC)(=O)C. The product is [C:29]([O:32][CH2:21][C:10]([CH2:9][O:8][Si:1]([C:4]([CH3:7])([CH3:6])[CH3:5])([CH3:3])[CH3:2])([C:16]([O:18][CH2:19][CH3:20])=[O:17])[C:11]([O:13][CH2:14][CH3:15])=[O:12])(=[O:31])[CH3:30]. The yield is 0.710. (7) The product is [NH2:14][C:8]1[CH:7]=[CH:6][C:5]([O:4][CH2:3][C:2]([OH:1])([CH3:17])[CH3:18])=[CH:13][C:9]=1[C:10]([OH:12])=[O:11]. The catalyst is C(O)C.[Pd]. The reactants are [OH:1][C:2]([CH3:18])([CH3:17])[CH2:3][O:4][C:5]1[CH:6]=[CH:7][C:8]([N+:14]([O-])=O)=[C:9]([CH:13]=1)[C:10]([OH:12])=[O:11]. The yield is 0.990.